Dataset: Full USPTO retrosynthesis dataset with 1.9M reactions from patents (1976-2016). Task: Predict the reactants needed to synthesize the given product. (1) Given the product [OH:38][C:36]([CH3:39])([CH3:37])[CH2:35][C@@H:32]1[CH2:33][O:34][C@@:30]([C@@H:26]2[C@:25]3([CH3:41])[C@H:29](/[C:21](=[CH:20]/[CH:19]=[C:7]4\[C:6](=[CH2:42])[C@@H:5]([OH:4])[CH2:10][C@H:9]([OH:11])[CH2:8]\4)/[CH2:22][CH2:23][CH2:24]3)[CH2:28][CH2:27]2)([CH3:40])[CH2:31]1, predict the reactants needed to synthesize it. The reactants are: C([Si](CC)(CC)[O:4][C@H:5]1[CH2:10][C@H:9]([O:11][Si](CC)(CC)CC)[CH2:8]/[C:7](=[CH:19]/[CH:20]=[C:21]2\[CH2:22][CH2:23][CH2:24][C@@:25]3([CH3:41])[C@H:29]\2[CH2:28][CH2:27][C@@H:26]3[C@@:30]2([CH3:40])[O:34][CH2:33][C@H:32]([CH2:35][C:36]([CH3:39])([OH:38])[CH3:37])[CH2:31]2)/[C:6]1=[CH2:42])C. (2) Given the product [C:1]([C:5]1[O:21][C:9]2=[C:10]3[C:15]4=[C:16]([CH2:18][CH2:19][CH2:20][N:14]4[CH2:13][CH2:12][CH2:11]3)[CH:17]=[C:8]2/[C:7](=[CH:22]/[CH:23]=[CH:24]/[CH:25]=[CH:26]/[C:27]2[C:35]([CH2:37][CH2:38][CH2:39][CH2:40][S:41]([O-:44])(=[O:42])=[O:43])([CH3:36])[C:34]3[C:29](=[C:30]([F:48])[C:31]([F:47])=[C:32]([F:46])[C:33]=3[F:45])[N+:28]=2[CH2:49][CH2:50][CH2:51][CH2:52][CH2:53][C:54]([O:56][N:70]2[C:75](=[O:76])[CH2:74][CH2:73][C:71]2=[O:72])=[O:55])/[CH:6]=1)([CH3:2])([CH3:3])[CH3:4], predict the reactants needed to synthesize it. The reactants are: [C:1]([C:5]1[O:21][C:9]2=[C:10]3[C:15]4=[C:16]([CH2:18][CH2:19][CH2:20][N:14]4[CH2:13][CH2:12][CH2:11]3)[CH:17]=[C:8]2/[C:7](=[CH:22]/[CH:23]=[CH:24]/[CH:25]=[CH:26]/[C:27]2[C:35]([CH2:37][CH2:38][CH2:39][CH2:40][S:41]([O-:44])(=[O:43])=[O:42])([CH3:36])[C:34]3[C:29](=[C:30]([F:48])[C:31]([F:47])=[C:32]([F:46])[C:33]=3[F:45])[N+:28]=2[CH2:49][CH2:50][CH2:51][CH2:52][CH2:53][C:54]([OH:56])=[O:55])/[CH:6]=1)([CH3:4])([CH3:3])[CH3:2].[B-](F)(F)(F)F.CN(C(O[N:70]1[C:75](=[O:76])[CH2:74][CH2:73][C:71]1=[O:72])=[N+](C)C)C.C(N(CC)C(C)C)(C)C.CO.